This data is from Reaction yield outcomes from USPTO patents with 853,638 reactions. The task is: Predict the reaction yield, written as a fraction of the theoretical maximum amount of product (1.0 means a 100% yield; for example, 0.34 means a 34% yield). (1) The product is [Br:13][CH2:14][CH2:15][CH2:16][O:10][C:6]1[CH:5]=[C:4]([CH:9]=[CH:8][CH:7]=1)[N:3]([CH2:1][CH3:2])[CH2:11][CH3:12]. The reactants are [CH2:1]([N:3]([CH2:11][CH3:12])[C:4]1[CH:5]=[C:6]([OH:10])[CH:7]=[CH:8][CH:9]=1)[CH3:2].[Br:13][CH2:14][CH2:15][CH2:16]Br.C([O-])([O-])=O.[Cs+].[Cs+]. The yield is 0.174. The catalyst is C(#N)C. (2) The reactants are [CH3:1][CH:2]1[CH2:7][NH:6][CH2:5][CH:4]([CH3:8])[NH:3]1.F[C:10]1[CH:20]=[CH:19][C:13]([C:14]([O:16][CH2:17][CH3:18])=[O:15])=[CH:12][CH:11]=1. The catalyst is CS(C)=O. The product is [CH3:8][CH:4]1[NH:3][CH:2]([CH3:1])[CH2:7][N:6]([C:10]2[CH:20]=[CH:19][C:13]([C:14]([O:16][CH2:17][CH3:18])=[O:15])=[CH:12][CH:11]=2)[CH2:5]1. The yield is 0.760. (3) The reactants are [NH2:1][C@H:2]([C:6]([OH:8])=[O:7])[CH:3]([CH3:5])[CH3:4].[OH-].[Na+].[C:11]1([CH2:17][C:18](Cl)=[O:19])[CH:16]=[CH:15][CH:14]=[CH:13][CH:12]=1. No catalyst specified. The product is [C:11]1([CH2:17][C:18]([NH:1][C@H:2]([C:6]([OH:8])=[O:7])[CH:3]([CH3:5])[CH3:4])=[O:19])[CH:16]=[CH:15][CH:14]=[CH:13][CH:12]=1. The yield is 0.690. (4) The reactants are Cl.Cl.Cl.[CH3:4][CH:5]([N:7]1[CH:11]=[N:10][N:9]=[C:8]1[CH:12]([NH2:14])[CH3:13])[CH3:6].[F:15][C:16]([F:26])([F:25])[C:17]1[CH:24]=[CH:23][C:20]([CH:21]=O)=[CH:19][N:18]=1.C([O-])([O-])=O.[K+].[K+].[BH4-].[Na+]. The catalyst is C1COCC1. The product is [CH3:6][CH:5]([N:7]1[CH:11]=[N:10][N:9]=[C:8]1[CH:12]([NH:14][CH2:21][C:20]1[CH:19]=[N:18][C:17]([C:16]([F:26])([F:15])[F:25])=[CH:24][CH:23]=1)[CH3:13])[CH3:4]. The yield is 0.210. (5) The reactants are [C:1]([C:3]1[CH:11]=[CH:10][C:6]([C:7](Cl)=[O:8])=[CH:5][CH:4]=1)#[N:2].[NH2:12][C:13]1[CH:17]=[CH:16][S:15][C:14]=1[C:18]([O:20][CH3:21])=[O:19].C(N(CC)CC)C. The catalyst is ClCCl. The product is [C:1]([C:3]1[CH:11]=[CH:10][C:6]([C:7]([NH:12][C:13]2[CH:17]=[CH:16][S:15][C:14]=2[C:18]([O:20][CH3:21])=[O:19])=[O:8])=[CH:5][CH:4]=1)#[N:2]. The yield is 0.910. (6) The reactants are [Cl:1][C:2]1[CH:7]=[CH:6][CH:5]=[CH:4][C:3]=1[C:8]1[C:9]([C:21]([NH2:23])=[O:22])=[CH:10][N:11]([C:13]2[C:18]([Cl:19])=[CH:17][N:16]=[C:15](Cl)[CH:14]=2)[CH:12]=1.[C:24]([NH2:27])(=[O:26])[CH3:25].CC1(C)C2C(=C(P(C3C=CC=CC=3)C3C=CC=CC=3)C=CC=2)OC2C(P(C3C=CC=CC=3)C3C=CC=CC=3)=CC=CC1=2.C(=O)([O-])[O-].[Cs+].[Cs+]. The catalyst is O1CCOCC1.O.C1C=CC(/C=C/C(/C=C/C2C=CC=CC=2)=O)=CC=1.C1C=CC(/C=C/C(/C=C/C2C=CC=CC=2)=O)=CC=1.C1C=CC(/C=C/C(/C=C/C2C=CC=CC=2)=O)=CC=1.[Pd].[Pd]. The product is [C:24]([NH:27][C:15]1[CH:14]=[C:13]([N:11]2[CH:12]=[C:8]([C:3]3[CH:4]=[CH:5][CH:6]=[CH:7][C:2]=3[Cl:1])[C:9]([C:21]([NH2:23])=[O:22])=[CH:10]2)[C:18]([Cl:19])=[CH:17][N:16]=1)(=[O:26])[CH3:25].[NH2:27][C:15]1[CH:14]=[C:13]([N:11]2[CH:12]=[C:8]([C:3]3[CH:4]=[CH:5][CH:6]=[CH:7][C:2]=3[Cl:1])[C:9]([C:21]([NH2:23])=[O:22])=[CH:10]2)[C:18]([Cl:19])=[CH:17][N:16]=1. The yield is 0.0500.